This data is from Reaction yield outcomes from USPTO patents with 853,638 reactions. The task is: Predict the reaction yield, written as a fraction of the theoretical maximum amount of product (1.0 means a 100% yield; for example, 0.34 means a 34% yield). The reactants are [OH:1][NH:2][C:3](=O)[CH3:4].CC(C)([O-])C.[K+].[NH2:12][C@@H:13]([CH2:30][C:31]1[CH:36]=[CH:35][C:34]([C:37]([F:40])([F:39])[F:38])=[CH:33][CH:32]=1)[CH2:14][NH:15][C:16]1[S:17][C:18]([C:21]2[CH:22]=C[C:24](F)=[C:25]([CH:28]=2)C#N)=[CH:19][N:20]=1.C[N:42](C=O)C. The catalyst is CCOC(C)=O. The product is [NH2:12][C@@H:13]([CH2:30][C:31]1[CH:36]=[CH:35][C:34]([C:37]([F:39])([F:40])[F:38])=[CH:33][CH:32]=1)[CH2:14][NH:15][C:16]1[S:17][C:18]([C:21]2[CH:28]=[CH:25][C:24]3[O:1][N:2]=[C:3]([NH2:42])[C:4]=3[CH:22]=2)=[CH:19][N:20]=1. The yield is 0.200.